From a dataset of Full USPTO retrosynthesis dataset with 1.9M reactions from patents (1976-2016). Predict the reactants needed to synthesize the given product. (1) Given the product [CH2:1]([O:3][C:4](=[O:25])[C:5]1[CH:10]=[CH:9][CH:8]=[C:7]([N:11]2[C:15]([CH3:16])=[CH:14][CH:13]=[C:12]2[C:17]2[CH:22]=[C:21]([Br:23])[CH:20]=[CH:19][C:18]=2[O:24][CH2:36][C:35]2[CH:38]=[CH:39][C:40]([Cl:41])=[C:33]([Cl:32])[CH:34]=2)[CH:6]=1)[CH3:2], predict the reactants needed to synthesize it. The reactants are: [CH2:1]([O:3][C:4](=[O:25])[C:5]1[CH:10]=[CH:9][CH:8]=[C:7]([N:11]2[C:15]([CH3:16])=[CH:14][CH:13]=[C:12]2[C:17]2[CH:22]=[C:21]([Br:23])[CH:20]=[CH:19][C:18]=2[OH:24])[CH:6]=1)[CH3:2].C([O-])([O-])=O.[K+].[K+].[Cl:32][C:33]1[CH:34]=[C:35]([CH:38]=[CH:39][C:40]=1[Cl:41])[CH2:36]Br. (2) The reactants are: CN(C(ON1N=NC2C=CC=NC1=2)=[N+](C)C)C.F[P-](F)(F)(F)(F)F.[NH2:25][CH2:26][C@H:27]1[N:32]([C:33]([O:35][C:36]([CH3:39])([CH3:38])[CH3:37])=[O:34])[CH2:31][C@@H:30]([CH2:40][CH2:41][C:42]2[CH:47]=[CH:46][CH:45]=[CH:44][C:43]=2[NH:48][C:49](=[O:69])[C@H:50]([CH:56]([C:63]2[CH:68]=[CH:67][CH:66]=[CH:65][CH:64]=2)[C:57]2[CH:62]=[CH:61][CH:60]=[CH:59][CH:58]=2)[NH:51][C:52]([O:54][CH3:55])=[O:53])[O:29][CH2:28]1.[C:70](O)(=[O:77])[C:71]1[CH:76]=[CH:75][CH:74]=[CH:73][CH:72]=1.N1C(C)=CC=CC=1C. Given the product [CH3:55][O:54][C:52]([NH:51][C@H:50]([C:49]([NH:48][C:43]1[CH:44]=[CH:45][CH:46]=[CH:47][C:42]=1[CH2:41][CH2:40][C@H:30]1[O:29][CH2:28][C@@H:27]([CH2:26][NH:25][C:70]([C:71]2[CH:76]=[CH:75][CH:74]=[CH:73][CH:72]=2)=[O:77])[N:32]([C:33]([O:35][C:36]([CH3:38])([CH3:39])[CH3:37])=[O:34])[CH2:31]1)=[O:69])[CH:56]([C:63]1[CH:68]=[CH:67][CH:66]=[CH:65][CH:64]=1)[C:57]1[CH:62]=[CH:61][CH:60]=[CH:59][CH:58]=1)=[O:53], predict the reactants needed to synthesize it. (3) Given the product [Cl:32][CH:12]([CH2:11][C:7]1[CH:6]=[C:5]2[C:10](=[CH:9][CH:8]=1)[N:1]=[CH:2][CH:3]=[CH:4]2)[CH:13]([N:24]1[C:28](=[O:29])[CH2:27][CH2:26][C:25]1=[O:30])[OH:14], predict the reactants needed to synthesize it. The reactants are: [N:1]1[C:10]2[C:5](=[CH:6][C:7]([CH2:11][CH2:12][CH:13]=[O:14])=[CH:8][CH:9]=2)[CH:4]=[CH:3][CH:2]=1.N1CCC[C@H]1C(O)=O.Cl[N:24]1[C:28](=[O:29])[CH2:27][CH2:26][C:25]1=[O:30].C(Cl)(Cl)[Cl:32]. (4) Given the product [ClH:63].[NH2:8][CH2:9][C@H:10]1[CH2:11][CH2:12][C@H:13]([C:16]([NH:18][C@H:19]([C:49](=[O:62])[NH:50][C:51]2[CH:52]=[CH:53][C:54]([C:57]3[N:58]=[N:59][NH:60][N:61]=3)=[CH:55][CH:56]=2)[CH2:20][C:21]2[CH:22]=[CH:23][C:24]([C:27]3[CH:32]=[CH:31][C:30]([C:33]([NH:35][C@@H:36]4[CH2:40][CH2:39][NH:38][CH2:37]4)=[O:34])=[CH:29][C:28]=3[CH3:48])=[CH:25][CH:26]=2)=[O:17])[CH2:14][CH2:15]1, predict the reactants needed to synthesize it. The reactants are: C(OC([NH:8][CH2:9][C@H:10]1[CH2:15][CH2:14][C@H:13]([C:16]([NH:18][C@H:19]([C:49](=[O:62])[NH:50][C:51]2[CH:56]=[CH:55][C:54]([C:57]3[N:58]=[N:59][NH:60][N:61]=3)=[CH:53][CH:52]=2)[CH2:20][C:21]2[CH:26]=[CH:25][C:24]([C:27]3[CH:32]=[CH:31][C:30]([C:33]([NH:35][C@@H:36]4[CH2:40][CH2:39][N:38](C(OC(C)(C)C)=O)[CH2:37]4)=[O:34])=[CH:29][C:28]=3[CH3:48])=[CH:23][CH:22]=2)=[O:17])[CH2:12][CH2:11]1)=O)(C)(C)C.[ClH:63]. (5) Given the product [CH2:2]([O:9][C:10]1[CH:18]=[CH:17][C:13]([C:14]([O:16][CH3:39])=[O:15])=[CH:12][C:11]=1[C@@H:19]([C:29]1[CH:30]=[CH:31][CH:32]=[CH:33][CH:34]=1)[CH2:20][CH2:21][N:22]([CH:23]([CH3:25])[CH3:24])[CH:26]([CH3:27])[CH3:28])[C:3]1[CH:4]=[CH:5][CH:6]=[CH:7][CH:8]=1, predict the reactants needed to synthesize it. The reactants are: Cl.[CH2:2]([O:9][C:10]1[CH:18]=[CH:17][C:13]([C:14]([OH:16])=[O:15])=[CH:12][C:11]=1[C@@H:19]([C:29]1[CH:34]=[CH:33][CH:32]=[CH:31][CH:30]=1)[CH2:20][CH2:21][N:22]([CH:26]([CH3:28])[CH3:27])[CH:23]([CH3:25])[CH3:24])[C:3]1[CH:8]=[CH:7][CH:6]=[CH:5][CH:4]=1.S(Cl)(Cl)=O.[CH3:39]O. (6) Given the product [CH2:1]([C:3]1([C:9]([OH:11])=[O:10])[CH2:8][CH2:7][CH2:6][CH2:5][N:4]1[CH3:14])[CH3:2], predict the reactants needed to synthesize it. The reactants are: [CH2:1]([C:3]1([C:9]([OH:11])=[O:10])[CH2:8][CH2:7][CH2:6][CH2:5][NH:4]1)[CH3:2].C=O.[C:14](=O)([O-])[O-].[Na+].[Na+]. (7) Given the product [CH3:19][N:20]1[CH2:25][CH2:24][N:23]([C:2]2[N:7]=[C:6]([N:8]3[CH2:13][CH2:12][CH:11]([CH3:14])[CH2:10][CH2:9]3)[C:5]([N+:15]([O-:17])=[O:16])=[CH:4][CH:3]=2)[CH2:22][C:21]1=[O:26], predict the reactants needed to synthesize it. The reactants are: Cl[C:2]1[N:7]=[C:6]([N:8]2[CH2:13][CH2:12][CH:11]([CH3:14])[CH2:10][CH2:9]2)[C:5]([N+:15]([O-:17])=[O:16])=[CH:4][CH:3]=1.Br.[CH3:19][N:20]1[CH2:25][CH2:24][NH:23][CH2:22][C:21]1=[O:26].C([O-])([O-])=O.[K+].[K+]. (8) Given the product [ClH:41].[CH3:24][N:22]([CH3:23])[C:21]([C:20]1[N:19]=[C:18]([C:26]([F:29])([F:27])[F:28])[N:15]2[CH2:16][CH2:17][N:12]([C:10](=[O:11])[CH2:9][C@H:8]([NH2:7])[CH2:30][C:31]3[CH:36]=[C:35]([F:37])[C:34]([F:38])=[CH:33][C:32]=3[F:39])[CH2:13][C:14]=12)=[O:25], predict the reactants needed to synthesize it. The reactants are: C(OC(=O)[NH:7][C@H:8]([CH2:30][C:31]1[CH:36]=[C:35]([F:37])[C:34]([F:38])=[CH:33][C:32]=1[F:39])[CH2:9][C:10]([N:12]1[CH2:17][CH2:16][N:15]2[C:18]([C:26]([F:29])([F:28])[F:27])=[N:19][C:20]([C:21](=[O:25])[N:22]([CH3:24])[CH3:23])=[C:14]2[CH2:13]1)=[O:11])(C)(C)C.[ClH:41]. (9) Given the product [NH2:14][C:15]1[C:24]2[C:19](=[CH:20][CH:21]=[CH:22][CH:23]=2)[C:18]([O:25][C:26]2[CH:31]=[CH:30][N:29]=[C:28]([NH:32][C:33]3[CH:38]=[C:37]([CH:36]=[C:35]([C:50]#[CH:51])[CH:34]=3)[C:39]([NH:40][CH2:41][CH2:42][N:43]3[CH2:48][CH2:47][O:46][CH2:45][CH2:44]3)=[O:49])[N:27]=2)=[CH:17][CH:16]=1, predict the reactants needed to synthesize it. The reactants are: C(O)(C(F)(F)F)=O.C(OC(=O)[NH:14][C:15]1[C:24]2[C:19](=[CH:20][CH:21]=[CH:22][CH:23]=2)[C:18]([O:25][C:26]2[CH:31]=[CH:30][N:29]=[C:28]([NH:32][C:33]3[CH:38]=[C:37]([C:39](=[O:49])[NH:40][CH2:41][CH2:42][N:43]4[CH2:48][CH2:47][O:46][CH2:45][CH2:44]4)[CH:36]=[C:35]([C:50]#[CH:51])[CH:34]=3)[N:27]=2)=[CH:17][CH:16]=1)(C)(C)C.O.C(=O)([O-])[O-].[K+].[K+]. (10) The reactants are: C(O[BH-](OC(=O)C)OC(=O)C)(=O)C.[Na+].[NH2:15][C:16]1[CH:25]=[C:24]2[C:19]([CH2:20][CH2:21][NH:22][C:23]2=[O:26])=[CH:18][CH:17]=1.Cl[C:28]1[CH:35]=[CH:34][C:31]([CH:32]=O)=[CH:30][CH:29]=1.C(O)(=O)C. Given the product [CH2:32]([NH:15][C:16]1[CH:25]=[C:24]2[C:19]([CH2:20][CH2:21][NH:22][C:23]2=[O:26])=[CH:18][CH:17]=1)[C:31]1[CH:34]=[CH:35][CH:28]=[CH:29][CH:30]=1, predict the reactants needed to synthesize it.